Dataset: Forward reaction prediction with 1.9M reactions from USPTO patents (1976-2016). Task: Predict the product of the given reaction. Given the reactants [C:1]1([C:7]2[O:11][C:10]([CH:12]3[CH2:17][CH2:16][CH2:15][CH2:14][NH:13]3)=[N:9][CH:8]=2)[CH:6]=[CH:5][CH:4]=[CH:3][CH:2]=1.[C:18]([O:22][C:23]([NH:25][CH:26]([CH2:30][C:31]1[CH:36]=[CH:35][C:34]([O:37][C:38]([CH3:41])([CH3:40])[CH3:39])=[CH:33][CH:32]=1)[C:27](O)=[O:28])=[O:24])([CH3:21])([CH3:20])[CH3:19].C1CN([P+](Br)(N2CCCC2)N2CCCC2)CC1.F[P-](F)(F)(F)(F)F.C(N(C(C)C)CC)(C)C, predict the reaction product. The product is: [C:18]([O:22][C:23](=[O:24])[NH:25][CH:26]([CH2:30][C:31]1[CH:32]=[CH:33][C:34]([O:37][C:38]([CH3:41])([CH3:40])[CH3:39])=[CH:35][CH:36]=1)[C:27](=[O:28])[N:13]1[CH2:14][CH2:15][CH2:16][CH2:17][CH:12]1[C:10]1[O:11][C:7]([C:1]2[CH:2]=[CH:3][CH:4]=[CH:5][CH:6]=2)=[CH:8][N:9]=1)([CH3:20])([CH3:21])[CH3:19].